The task is: Predict the product of the given reaction.. This data is from Forward reaction prediction with 1.9M reactions from USPTO patents (1976-2016). (1) Given the reactants C([Li])CCC.[CH2:6]([O:11][CH:12]1[CH2:17][CH2:16][CH2:15][CH2:14][O:13]1)[CH2:7][CH2:8][C:9]#[CH:10].[CH2:18]([Sn:22](Cl)([CH2:27][CH2:28][CH2:29][CH3:30])[CH2:23][CH2:24][CH2:25][CH3:26])[CH2:19][CH2:20][CH3:21].[OH-].[Na+], predict the reaction product. The product is: [CH2:27]([Sn:22]([CH2:18][CH2:19][CH2:20][CH3:21])([CH2:23][CH2:24][CH2:25][CH3:26])[C:10]#[C:9][CH2:8][CH2:7][CH2:6][O:11][CH:12]1[CH2:17][CH2:16][CH2:15][CH2:14][O:13]1)[CH2:28][CH2:29][CH3:30]. (2) Given the reactants [CH:1]1([CH2:7][CH2:8][CH2:9][C@@H:10]([C:19]2[O:23][N:22]=[C:21](C(NN)=O)[N:20]=2)[CH2:11][C:12]([O:14]C(C)(C)C)=[O:13])[CH2:6][CH2:5][CH2:4][CH2:3][CH2:2]1.Cl.[N:29]([O-])=O.[Na+].C([O-])([O-])=O.[Na+].[Na+], predict the reaction product. The product is: [NH2:29][C:21]1[N:20]=[C:19]([C@H:10]([CH2:9][CH2:8][CH2:7][CH:1]2[CH2:2][CH2:3][CH2:4][CH2:5][CH2:6]2)[CH2:11][C:12]([OH:14])=[O:13])[O:23][N:22]=1. (3) Given the reactants Cl.[NH2:2][C:3]([C:5]1[O:6][C:7]2[CH:25]=[CH:24][C:23]([Br:26])=[CH:22][C:8]=2[C:9]=1[NH:10][C:11](=O)[C@H:12]([CH2:14][C:15]1[CH:20]=[CH:19][CH:18]=[CH:17][CH:16]=1)[NH2:13])=[O:4].[OH-].[Na+], predict the reaction product. The product is: [NH2:13][CH:12]([C:11]1[NH:2][C:3](=[O:4])[C:5]2[O:6][C:7]3[CH:25]=[CH:24][C:23]([Br:26])=[CH:22][C:8]=3[C:9]=2[N:10]=1)[CH2:14][C:15]1[CH:20]=[CH:19][CH:18]=[CH:17][CH:16]=1. (4) The product is: [CH2:1]([O:3][C:4](=[O:35])[CH2:5][C:6]1[CH:7]=[C:8]([C:14]2[CH:19]=[CH:18][C:17]([NH:20][C:41](=[O:42])[C:40]3[CH:44]=[CH:45][C:37]([Cl:36])=[CH:38][CH:39]=3)=[CH:16][C:15]=2[CH2:21][N:22]([C:25]([O:27][CH2:28][C:29]2[CH:34]=[CH:33][CH:32]=[CH:31][CH:30]=2)=[O:26])[CH2:23][CH3:24])[C:9]([O:12][CH3:13])=[CH:10][CH:11]=1)[CH3:2]. Given the reactants [CH2:1]([O:3][C:4](=[O:35])[CH2:5][C:6]1[CH:7]=[C:8]([C:14]2[CH:19]=[CH:18][C:17]([NH2:20])=[CH:16][C:15]=2[CH2:21][N:22]([C:25]([O:27][CH2:28][C:29]2[CH:34]=[CH:33][CH:32]=[CH:31][CH:30]=2)=[O:26])[CH2:23][CH3:24])[C:9]([O:12][CH3:13])=[CH:10][CH:11]=1)[CH3:2].[Cl:36][C:37]1[CH:45]=[CH:44][C:40]([C:41](Cl)=[O:42])=[CH:39][CH:38]=1.C(N(CC)CC)C, predict the reaction product.